Dataset: NCI-60 drug combinations with 297,098 pairs across 59 cell lines. Task: Regression. Given two drug SMILES strings and cell line genomic features, predict the synergy score measuring deviation from expected non-interaction effect. (1) Drug 1: C1=C(C(=O)NC(=O)N1)F. Drug 2: CC1C(C(CC(O1)OC2CC(OC(C2O)C)OC3=CC4=CC5=C(C(=O)C(C(C5)C(C(=O)C(C(C)O)O)OC)OC6CC(C(C(O6)C)O)OC7CC(C(C(O7)C)O)OC8CC(C(C(O8)C)O)(C)O)C(=C4C(=C3C)O)O)O)O. Cell line: IGROV1. Synergy scores: CSS=36.9, Synergy_ZIP=13.2, Synergy_Bliss=12.6, Synergy_Loewe=13.4, Synergy_HSA=13.1. (2) Drug 1: CCC(=C(C1=CC=CC=C1)C2=CC=C(C=C2)OCCN(C)C)C3=CC=CC=C3.C(C(=O)O)C(CC(=O)O)(C(=O)O)O. Drug 2: C1=CC=C(C(=C1)C(C2=CC=C(C=C2)Cl)C(Cl)Cl)Cl. Cell line: SK-OV-3. Synergy scores: CSS=0.257, Synergy_ZIP=0.767, Synergy_Bliss=3.31, Synergy_Loewe=-1.01, Synergy_HSA=-1.92. (3) Drug 1: CC1C(C(CC(O1)OC2CC(CC3=C2C(=C4C(=C3O)C(=O)C5=C(C4=O)C(=CC=C5)OC)O)(C(=O)CO)O)N)O.Cl. Drug 2: C1=NNC2=C1C(=O)NC=N2. Cell line: SR. Synergy scores: CSS=40.4, Synergy_ZIP=-1.43, Synergy_Bliss=-2.09, Synergy_Loewe=-54.6, Synergy_HSA=-3.22. (4) Drug 1: CC12CCC(CC1=CCC3C2CCC4(C3CC=C4C5=CN=CC=C5)C)O. Drug 2: COC1=C2C(=CC3=C1OC=C3)C=CC(=O)O2. Cell line: ACHN. Synergy scores: CSS=1.44, Synergy_ZIP=1.93, Synergy_Bliss=0.530, Synergy_Loewe=-0.502, Synergy_HSA=-1.55. (5) Drug 1: CN(CC1=CN=C2C(=N1)C(=NC(=N2)N)N)C3=CC=C(C=C3)C(=O)NC(CCC(=O)O)C(=O)O. Drug 2: COCCOC1=C(C=C2C(=C1)C(=NC=N2)NC3=CC=CC(=C3)C#C)OCCOC.Cl. Cell line: NCI-H322M. Synergy scores: CSS=47.0, Synergy_ZIP=-0.533, Synergy_Bliss=-2.95, Synergy_Loewe=-8.96, Synergy_HSA=0.322. (6) Drug 1: COC1=C(C=C2C(=C1)N=CN=C2NC3=CC(=C(C=C3)F)Cl)OCCCN4CCOCC4. Drug 2: CC1C(C(CC(O1)OC2CC(OC(C2O)C)OC3=CC4=CC5=C(C(=O)C(C(C5)C(C(=O)C(C(C)O)O)OC)OC6CC(C(C(O6)C)O)OC7CC(C(C(O7)C)O)OC8CC(C(C(O8)C)O)(C)O)C(=C4C(=C3C)O)O)O)O. Cell line: PC-3. Synergy scores: CSS=24.7, Synergy_ZIP=1.36, Synergy_Bliss=6.27, Synergy_Loewe=6.19, Synergy_HSA=6.08. (7) Drug 1: COC1=CC(=CC(=C1O)OC)C2C3C(COC3=O)C(C4=CC5=C(C=C24)OCO5)OC6C(C(C7C(O6)COC(O7)C8=CC=CS8)O)O. Drug 2: CS(=O)(=O)OCCCCOS(=O)(=O)C. Cell line: SW-620. Synergy scores: CSS=47.3, Synergy_ZIP=3.68, Synergy_Bliss=6.30, Synergy_Loewe=2.89, Synergy_HSA=7.69.